Dataset: Reaction yield outcomes from USPTO patents with 853,638 reactions. Task: Predict the reaction yield, written as a fraction of the theoretical maximum amount of product (1.0 means a 100% yield; for example, 0.34 means a 34% yield). (1) The reactants are [CH2:1]([O:8][C:9](=[O:29])[CH2:10][C:11]1[CH:12]=[CH:13][C:14]([O:20][CH2:21][C:22]2[C:23]([CH3:28])=[N:24][O:25][C:26]=2[CH3:27])=[C:15]([CH:19]=1)[C:16]([OH:18])=[O:17])[C:2]1[CH:7]=[CH:6][CH:5]=[CH:4][CH:3]=1.IC.[C:32]([O-])([O-])=O.[Na+].[Na+]. The product is [CH2:1]([O:8][C:9](=[O:29])[CH2:10][C:11]1[CH:12]=[CH:13][C:14]([O:20][CH2:21][C:22]2[C:23]([CH3:28])=[N:24][O:25][C:26]=2[CH3:27])=[C:15]([CH:19]=1)[C:16]([O:18][CH3:32])=[O:17])[C:2]1[CH:7]=[CH:6][CH:5]=[CH:4][CH:3]=1. The yield is 0.767. The catalyst is CN(C=O)C.O. (2) The reactants are [CH2:1]([O:3][C:4]1[CH:5]=[C:6]([N:13]2[CH2:18][CH2:17][N:16]([CH:19]3[CH2:24][CH2:23][NH:22][CH2:21][CH2:20]3)[CH2:15][CH2:14]2)[CH:7]=[CH:8][C:9]=1[N+:10]([O-:12])=[O:11])[CH3:2].[CH:25]([S:27]([CH3:30])(=[O:29])=[O:28])=[CH2:26]. The catalyst is O1CCOCC1. The product is [CH2:1]([O:3][C:4]1[CH:5]=[C:6]([N:13]2[CH2:14][CH2:15][N:16]([CH:19]3[CH2:24][CH2:23][N:22]([CH2:26][CH2:25][S:27]([CH3:30])(=[O:29])=[O:28])[CH2:21][CH2:20]3)[CH2:17][CH2:18]2)[CH:7]=[CH:8][C:9]=1[N+:10]([O-:12])=[O:11])[CH3:2]. The yield is 0.740. (3) The reactants are [Cl:1][C:2]1[CH:3]=[C:4]([C:10]2[O:14][C:13]([CH3:16])([CH3:15])[C:12](=[O:17])[CH:11]=2)[CH:5]=[CH:6][C:7]=1[O:8][CH3:9].C1C(=O)N([Br:25])C(=O)C1. The catalyst is C(Cl)(Cl)Cl.C(Cl)Cl. The product is [Br:25][C:11]1[C:12](=[O:17])[C:13]([CH3:15])([CH3:16])[O:14][C:10]=1[C:4]1[CH:5]=[CH:6][C:7]([O:8][CH3:9])=[C:2]([Cl:1])[CH:3]=1. The yield is 0.370. (4) The reactants are [Cl:1][C:2]1[CH:7]=[CH:6][CH:5]=[CH:4][C:3]=1[S:8][CH2:9][CH:10](OCC)OCC. The catalyst is C1(C)C=CC=CC=1. The product is [Cl:1][C:2]1[C:3]2[S:8][CH:9]=[CH:10][C:4]=2[CH:5]=[CH:6][CH:7]=1. The yield is 0.675. (5) The reactants are [Na:1].CC1C(C[S:23]([C:25]2[NH:29][C:28]3[CH:30]=[CH:31][CH:32]=[CH:33][C:27]=3[N:26]=2)=[O:24])=NC=CC=1OCC1(C)OCC2(OCCO2)CO1.[CH3:34][C:35]1([CH3:53])[O:40][CH2:39][CH:38]([CH2:41][O:42][C:43]2[C:48]([CH3:49])=[CH:47][N:46]=[C:45]([CH2:50]O)[C:44]=2[CH3:52])[CH2:37][O:36]1.O.CC1(C)OCC(COC2C(C)=CN=C(CO)C=2C)CO1.N1C2C=[C:81]3[O:87]CC[O:84][C:82]3=CC=2N=C1S. The catalyst is C1(C)C=CC=CC=1. The product is [Na:1].[CH3:34][C:35]1([CH3:53])[O:40][CH2:39][CH:38]([CH2:41][O:42][C:43]2[C:48]([CH3:49])=[CH:47][N:46]=[C:45]([CH2:50][S:23]([C:25]3[NH:26][C:27]4[CH:33]=[C:32]5[O:87][CH2:81][CH2:82][O:84][C:31]5=[CH:30][C:28]=4[N:29]=3)=[O:24])[C:44]=2[CH3:52])[CH2:37][O:36]1. The yield is 0.617.